This data is from Full USPTO retrosynthesis dataset with 1.9M reactions from patents (1976-2016). The task is: Predict the reactants needed to synthesize the given product. (1) Given the product [Cl:1][C:2]1[CH:3]=[C:4]([OH:8])[C:5]([N+:9]([O-:11])=[O:10])=[N:6][CH:7]=1, predict the reactants needed to synthesize it. The reactants are: [Cl:1][C:2]1[CH:3]=[C:4]([OH:8])[CH:5]=[N:6][CH:7]=1.[N+:9]([O-])([OH:11])=[O:10]. (2) Given the product [C:18]([N:26]1[CH2:31][CH2:30][N:29]([C:13](=[O:15])[C:12]([C:5]2[C:4]3[C:8](=[C:9]([CH3:11])[CH:10]=[C:2]([Cl:1])[N:3]=3)[NH:7][CH:6]=2)=[O:16])[C@H:28]([CH3:32])[CH2:27]1)(=[O:25])[C:19]1[CH:20]=[CH:21][CH:22]=[CH:23][CH:24]=1, predict the reactants needed to synthesize it. The reactants are: [Cl:1][C:2]1[N:3]=[C:4]2[C:8](=[C:9]([CH3:11])[CH:10]=1)[NH:7][CH:6]=[C:5]2[C:12](=[O:16])[C:13]([O-:15])=O.[K+].[C:18]([N:26]1[CH2:31][CH2:30][NH:29][C@H:28]([CH3:32])[CH2:27]1)(=[O:25])[C:19]1[CH:24]=[CH:23][CH:22]=[CH:21][CH:20]=1. (3) Given the product [F:1][C:2]1[CH:7]=[C:6]([CH:8]([CH3:12])[C:9]([O-:11])=[O:10])[CH:5]=[CH:4][C:3]=1[C:13]1[CH:14]=[CH:15][CH:16]=[CH:17][CH:18]=1.[OH:32][C:28]1[CH:27]=[C:26]([C@H:23]([CH2:24][CH3:25])[C@@H:22]([CH3:33])[CH2:21][NH+:20]([CH3:34])[CH3:19])[CH:31]=[CH:30][CH:29]=1, predict the reactants needed to synthesize it. The reactants are: [F:1][C:2]1[CH:7]=[C:6]([CH:8]([CH3:12])[C:9]([OH:11])=[O:10])[CH:5]=[CH:4][C:3]=1[C:13]1[CH:18]=[CH:17][CH:16]=[CH:15][CH:14]=1.[CH3:19][N:20]([CH3:34])[CH2:21][C@H:22]([CH3:33])[C@H:23]([C:26]1[CH:27]=[C:28]([OH:32])[CH:29]=[CH:30][CH:31]=1)[CH2:24][CH3:25]. (4) Given the product [CH:35]1[C:36]2[N:37]([C:43]3[CH:48]=[CH:47][CH:46]=[C:45]([N:51]4[C:5]5[CH:10]=[CH:9][CH:8]=[CH:7][C:4]=5[C:11]5[C:12]4=[CH:13][CH:14]=[CH:15][CH:16]=5)[CH:44]=3)[C:38]3[C:30](=[CH:29][CH:28]=[CH:27][CH:26]=3)[C:31]=2[CH:32]=[CH:33][CH:34]=1, predict the reactants needed to synthesize it. The reactants are: CC1(P(C(C)(C)C)C(C)(C)C)[C:4]([C:11]2[CH:16]=[CH:15][CH:14]=[CH:13][CH:12]=2)([C:5]2[CH:10]=[CH:9][CH:8]=[CH:7]C=2)C1.[CH:26]1[C:38]2[NH:37][C:36]3[C:31](=[CH:32][CH:33]=[CH:34][CH:35]=3)[C:30]=2[CH:29]=[CH:28][CH:27]=1.C[Mg]Cl.Cl[C:43]1[CH:48]=[CH:47][CH:46]=[C:45](Cl)[CH:44]=1.[Cl-].[NH4+:51]. (5) Given the product [Cl:30][C:31]1[CH:32]=[C:33]([C:2]2[CH:7]=[C:6]([N:8]3[C:17]4[C:12](=[CH:13][C:14]([S:18]([NH:21][C:22]5[CH:26]=[CH:25][O:24][N:23]=5)(=[O:19])=[O:20])=[CH:15][CH:16]=4)[CH:11]=[CH:10][C:9]3=[O:27])[C:5]([O:28][CH3:29])=[CH:4][N:3]=2)[CH:34]=[C:35]([F:37])[CH:36]=1, predict the reactants needed to synthesize it. The reactants are: Cl[C:2]1[CH:7]=[C:6]([N:8]2[C:17]3[C:12](=[CH:13][C:14]([S:18]([NH:21][C:22]4[CH:26]=[CH:25][O:24][N:23]=4)(=[O:20])=[O:19])=[CH:15][CH:16]=3)[CH:11]=[CH:10][C:9]2=[O:27])[C:5]([O:28][CH3:29])=[CH:4][N:3]=1.[Cl:30][C:31]1[CH:32]=[C:33](B(O)O)[CH:34]=[C:35]([F:37])[CH:36]=1.C(=O)([O-])[O-].[Cs+].[Cs+]. (6) Given the product [C:1]([O:5][C:6]([N:8]1[CH2:12][CH2:11][CH2:10][CH:9]1[C:13]1[N:14]([CH2:19][O:20][CH2:21][CH2:22][Si:23]([CH3:26])([CH3:25])[CH3:24])[CH:15]=[C:16]([C:32]([OH:34])=[O:33])[N:17]=1)=[O:7])([CH3:4])([CH3:3])[CH3:2], predict the reactants needed to synthesize it. The reactants are: [C:1]([O:5][C:6]([N:8]1[CH2:12][CH2:11][CH2:10][CH:9]1[C:13]1[N:14]([CH2:19][O:20][CH2:21][CH2:22][Si:23]([CH3:26])([CH3:25])[CH3:24])[CH:15]=[C:16](Br)[N:17]=1)=[O:7])([CH3:4])([CH3:3])[CH3:2].[Li]C(C)(C)C.[C:32](=[O:34])=[O:33]. (7) Given the product [Cl:13][C:10]1[CH:11]=[C:12]2[C:7]([C:6]([C:14]([N:16]3[CH2:17][CH2:18][CH:19]([N:22]4[C:30]5[C:25](=[CH:26][CH:27]=[CH:28][CH:29]=5)[CH2:24][C:23]4=[O:31])[CH2:20][CH2:21]3)=[O:15])=[CH:5][N:4]2[CH2:3][CH2:2][NH:1][C:32](=[O:34])[CH3:33])=[CH:8][CH:9]=1, predict the reactants needed to synthesize it. The reactants are: [NH2:1][CH2:2][CH2:3][N:4]1[C:12]2[C:7](=[CH:8][CH:9]=[C:10]([Cl:13])[CH:11]=2)[C:6]([C:14]([N:16]2[CH2:21][CH2:20][CH:19]([N:22]3[C:30]4[C:25](=[CH:26][CH:27]=[CH:28][CH:29]=4)[CH2:24][C:23]3=[O:31])[CH2:18][CH2:17]2)=[O:15])=[CH:5]1.[C:32](Cl)(=[O:34])[CH3:33].C(N(CC)CC)C.